This data is from Full USPTO retrosynthesis dataset with 1.9M reactions from patents (1976-2016). The task is: Predict the reactants needed to synthesize the given product. (1) Given the product [Cl:1][C:2]1[CH:23]=[CH:6][C:5]([CH2:8][N:9]2[CH:10]=[CH:11][C:16]3[C:21](=[O:22])[O:20][CH2:19][C:17]2=3)=[CH:4][CH:3]=1, predict the reactants needed to synthesize it. The reactants are: [Cl:1][C:2]1N=[CH:6][C:5]([CH2:8][NH:9][CH2:10][CH:11](OC)OC)=[CH:4][CH:3]=1.[CH2:16]1[C:21](=[O:22])[O:20][CH2:19][C:17]1=O.[C:23]1(C)C=CC(S(O)(=O)=O)=CC=1. (2) Given the product [C:1]1([C@@H:7]2[N:12]([S:13]([C:16]3[CH:17]=[CH:18][C:19]([CH3:22])=[CH:20][CH:21]=3)(=[O:14])=[O:15])[CH2:11][CH:10]3[C@@:8]2([C:23]([OH:27])=[O:24])[CH2:9]3)[CH:2]=[CH:3][CH:4]=[CH:5][CH:6]=1, predict the reactants needed to synthesize it. The reactants are: [C:1]1([C@@H:7]2[N:12]([S:13]([C:16]3[CH:21]=[CH:20][C:19]([CH3:22])=[CH:18][CH:17]=3)(=[O:15])=[O:14])[CH2:11][CH:10]3[C@@:8]2([CH2:23][OH:24])[CH2:9]3)[CH:6]=[CH:5][CH:4]=[CH:3][CH:2]=1.CC(C)=[O:27].OS(O)(=O)=O.O=[Cr](=O)=O.CO. (3) Given the product [CH3:6][N:7]([CH3:22])[C:8]1[CH:17]=[CH:16][CH:15]=[C:14]2[C:9]=1[CH:10]=[CH:11][CH:12]=[C:13]2[S:18]([NH:23][CH2:24][CH2:25][CH2:26][CH2:27][CH2:28][C:29]([OH:31])=[O:30])(=[O:20])=[O:19], predict the reactants needed to synthesize it. The reactants are: C([O-])(O)=O.[Na+].[CH3:6][N:7]([CH3:22])[C:8]1[CH:17]=[CH:16][CH:15]=[C:14]2[C:9]=1[CH:10]=[CH:11][CH:12]=[C:13]2[S:18](Cl)(=[O:20])=[O:19].[NH2:23][CH2:24][CH2:25][CH2:26][CH2:27][CH2:28][C:29]([OH:31])=[O:30].C(N(CC)CC)C. (4) Given the product [Br:7][C:5]1[N:6]=[C:2]([N:17]2[CH2:22][CH2:21][NH:20][CH2:19][CH2:18]2)[N:3]([CH2:9][O:10][CH2:11][CH2:12][Si:13]([CH3:16])([CH3:15])[CH3:14])[C:4]=1[Br:8], predict the reactants needed to synthesize it. The reactants are: Br[C:2]1[N:3]([CH2:9][O:10][CH2:11][CH2:12][Si:13]([CH3:16])([CH3:15])[CH3:14])[C:4]([Br:8])=[C:5]([Br:7])[N:6]=1.[NH:17]1[CH2:22][CH2:21][NH:20][CH2:19][CH2:18]1. (5) The reactants are: [ClH:1].[NH2:2][CH2:3][C@@H:4]([C:6]1[C:14]2[S:13][C:12](=[O:15])[NH:11][C:10]=2[C:9]([OH:16])=[CH:8][CH:7]=1)[OH:5].[C:17]1([CH2:23][CH2:24][O:25][CH2:26][CH2:27][CH2:28][N:29]2[CH2:32][CH:31]([CH:33]=O)[CH2:30]2)[CH:22]=[CH:21][CH:20]=[CH:19][CH:18]=1.C(O)(=O)C.C([BH3-])#N.[Na+]. Given the product [ClH:1].[OH:16][C:9]1[C:10]2[NH:11][C:12](=[O:15])[S:13][C:14]=2[C:6]([C@@H:4]([OH:5])[CH2:3][NH:2][CH2:33][CH:31]2[CH2:32][N:29]([CH2:28][CH2:27][CH2:26][O:25][CH2:24][CH2:23][C:17]3[CH:18]=[CH:19][CH:20]=[CH:21][CH:22]=3)[CH2:30]2)=[CH:7][CH:8]=1, predict the reactants needed to synthesize it.